Dataset: Catalyst prediction with 721,799 reactions and 888 catalyst types from USPTO. Task: Predict which catalyst facilitates the given reaction. (1) Reactant: [O:1]1[C:5]([C:6]2[CH:11]=[CH:10][C:9]([NH:12][C:13]3[N:14]=[C:15](OS(C(F)(F)F)(=O)=O)[C:16]4[CH2:22][N:21]([C:23]([O:25][C:26]([CH3:29])([CH3:28])[CH3:27])=[O:24])[CH2:20][CH2:19][C:17]=4[N:18]=3)=[CH:8][CH:7]=2)=[CH:4][N:3]=[CH:2]1.[O:38]1[CH2:42][CH2:41][CH2:40][CH:39]1[CH2:43][NH:44][CH2:45][CH3:46]. Product: [CH2:45]([N:44]([CH2:43][CH:39]1[CH2:40][CH2:41][CH2:42][O:38]1)[C:15]1[C:16]2[CH2:22][N:21]([C:23]([O:25][C:26]([CH3:29])([CH3:27])[CH3:28])=[O:24])[CH2:20][CH2:19][C:17]=2[N:18]=[C:13]([NH:12][C:9]2[CH:10]=[CH:11][C:6]([C:5]3[O:1][CH:2]=[N:3][CH:4]=3)=[CH:7][CH:8]=2)[N:14]=1)[CH3:46]. The catalyst class is: 3. (2) Reactant: [NH2:1][CH:2]([CH2:8][C:9]1[CH:14]=[CH:13][CH:12]=[C:11]([OH:15])[CH:10]=1)[C:3]([O:5][CH2:6][CH3:7])=[O:4].C(N(C(C)C)CC)(C)C.[CH3:25][C:26]([O:29][C:30](O[C:30]([O:29][C:26]([CH3:28])([CH3:27])[CH3:25])=[O:31])=[O:31])([CH3:28])[CH3:27]. Product: [C:26]([O:29][C:30]([NH:1][CH:2]([CH2:8][C:9]1[CH:14]=[CH:13][CH:12]=[C:11]([OH:15])[CH:10]=1)[C:3]([O:5][CH2:6][CH3:7])=[O:4])=[O:31])([CH3:28])([CH3:27])[CH3:25]. The catalyst class is: 2. (3) Product: [C:1]([O:5][C:6]([O:8][C:9]1[CH:21]=[CH:20][C:19]([N:22]([CH2:27][CH:28]2[CH2:29][CH2:30]2)[S:23]([CH3:26])(=[O:25])=[O:24])=[CH:18][C:10]=1[C:11]([O:13][CH2:14][C:15]([O:17][C@H:39]([C:41]1[CH:46]=[CH:45][C:44]([O:47][CH:48]([F:49])[F:50])=[C:43]([O:51][CH2:52][CH:53]2[CH2:54][CH2:55]2)[CH:42]=1)[CH2:38][C:37]1[C:36]([Cl:56])=[CH:35][N+:34]([O-:57])=[CH:33][C:32]=1[Cl:31])=[O:16])=[O:12])=[O:7])([CH3:4])([CH3:2])[CH3:3]. The catalyst class is: 79. Reactant: [C:1]([O:5][C:6]([O:8][C:9]1[CH:21]=[CH:20][C:19]([N:22]([CH2:27][CH:28]2[CH2:30][CH2:29]2)[S:23]([CH3:26])(=[O:25])=[O:24])=[CH:18][C:10]=1[C:11]([O:13][CH2:14][C:15]([OH:17])=[O:16])=[O:12])=[O:7])([CH3:4])([CH3:3])[CH3:2].[Cl:31][C:32]1[CH:33]=[N+:34]([O-:57])[CH:35]=[C:36]([Cl:56])[C:37]=1[CH2:38][C@@H:39]([C:41]1[CH:46]=[CH:45][C:44]([O:47][CH:48]([F:50])[F:49])=[C:43]([O:51][CH2:52][CH:53]2[CH2:55][CH2:54]2)[CH:42]=1)O.C(Cl)CCl. (4) Reactant: [NH2:1][C:2]1[CH:11]=[CH:10][C:5]([C:6]([O:8][CH3:9])=[O:7])=[C:4]([Cl:12])[CH:3]=1.C([O-])([O-])=O.[Ca+2].[I:18]Cl. Product: [NH2:1][C:2]1[C:11]([I:18])=[CH:10][C:5]([C:6]([O:8][CH3:9])=[O:7])=[C:4]([Cl:12])[CH:3]=1.[NH2:1][C:2]1[CH:11]=[CH:10][C:5]([C:6]([O:8][CH3:9])=[O:7])=[C:4]([Cl:12])[C:3]=1[I:18]. The catalyst class is: 100. (5) Reactant: CC1C=CC(S(O)(=O)=O)=CC=1.O.O1[C:17]2([CH2:22][CH2:21][CH:20]([CH2:23][C:24]([O:26][CH2:27][C:28]3[CH:33]=[CH:32][CH:31]=[CH:30][CH:29]=3)=[O:25])[CH2:19][CH2:18]2)[O:16]CC1.CC(C)=O.C(=O)(O)[O-].[Na+]. Product: [O:16]=[C:17]1[CH2:22][CH2:21][CH:20]([CH2:23][C:24]([O:26][CH2:27][C:28]2[CH:29]=[CH:30][CH:31]=[CH:32][CH:33]=2)=[O:25])[CH2:19][CH2:18]1. The catalyst class is: 6. (6) Reactant: O[C:2]1[C:11]2[C:6](=[N:7][CH:8]=[CH:9][CH:10]=2)[N:5]([C:12]2[CH:17]=[CH:16][CH:15]=[CH:14][CH:13]=2)[C:4](=[O:18])[C:3]=1[C:19](=O)[CH2:20][C:21]1[CH:26]=[CH:25][C:24]([O:27][CH3:28])=[CH:23][CH:22]=1.O.[NH2:31][NH2:32]. Product: [CH3:28][O:27][C:24]1[CH:23]=[CH:22][C:21]([CH2:20][C:19]2[C:3]3[C:4](=[O:18])[N:5]([C:12]4[CH:17]=[CH:16][CH:15]=[CH:14][CH:13]=4)[C:6]4[N:7]=[CH:8][CH:9]=[CH:10][C:11]=4[C:2]=3[NH:32][N:31]=2)=[CH:26][CH:25]=1. The catalyst class is: 3.